Dataset: Full USPTO retrosynthesis dataset with 1.9M reactions from patents (1976-2016). Task: Predict the reactants needed to synthesize the given product. Given the product [OH:34][CH2:38][C:39]([C:14]1[CH:15]=[C:10]2[C:9]([C:26]([NH:28][CH3:29])=[O:27])=[C:8]([C:5]3[CH:6]=[CH:7][C:2]([F:1])=[CH:3][CH:4]=3)[O:25][C:11]2=[N:12][C:13]=1[N:19]([CH3:24])[S:20]([CH3:23])(=[O:22])=[O:21])([OH:40])[CH3:41], predict the reactants needed to synthesize it. The reactants are: [F:1][C:2]1[CH:7]=[CH:6][C:5]([C:8]2[O:25][C:11]3=[N:12][C:13]([N:19]([CH3:24])[S:20]([CH3:23])(=[O:22])=[O:21])=[C:14](C(C)=C)[CH:15]=[C:10]3[C:9]=2[C:26]([NH:28][CH3:29])=[O:27])=[CH:4][CH:3]=1.C[N+]1([O-])CC[O:34]CC1.[CH3:38][C:39]([CH3:41])=[O:40].